Dataset: Peptide-MHC class I binding affinity with 185,985 pairs from IEDB/IMGT. Task: Regression. Given a peptide amino acid sequence and an MHC pseudo amino acid sequence, predict their binding affinity value. This is MHC class I binding data. (1) The peptide sequence is TTWCSQTSY. The MHC is HLA-B15:01 with pseudo-sequence HLA-B15:01. The binding affinity (normalized) is 0.882. (2) The peptide sequence is AIPPSRSM. The MHC is Mamu-A01 with pseudo-sequence Mamu-A01. The binding affinity (normalized) is 0.349. (3) The peptide sequence is FLQDESAYV. The MHC is HLA-A25:01 with pseudo-sequence HLA-A25:01. The binding affinity (normalized) is 0.0847. (4) The peptide sequence is RAVPPNPTI. The MHC is HLA-B48:01 with pseudo-sequence HLA-B48:01. The binding affinity (normalized) is 0.0847. (5) The peptide sequence is KTFEWGVFY. The MHC is HLA-A24:03 with pseudo-sequence HLA-A24:03. The binding affinity (normalized) is 0.0847. (6) The binding affinity (normalized) is 0.609. The peptide sequence is MPASWVMRIM. The MHC is HLA-B54:01 with pseudo-sequence HLA-B54:01.